Dataset: Full USPTO retrosynthesis dataset with 1.9M reactions from patents (1976-2016). Task: Predict the reactants needed to synthesize the given product. Given the product [F:1][C:2]1[CH:7]=[C:6]([F:8])[CH:5]=[CH:4][C:3]=1[CH2:9][C:10]1[N:11]([CH2:18][C:19]2[CH:24]=[CH:23][CH:22]=[CH:21][CH:20]=2)[C:12](=[O:17])[C:13]([C:35]([NH:39][CH2:58][C:59]([OH:61])=[O:60])=[O:36])=[C:14]([OH:16])[N:15]=1, predict the reactants needed to synthesize it. The reactants are: [F:1][C:2]1[CH:7]=[C:6]([F:8])[CH:5]=[CH:4][C:3]=1[CH2:9][C:10]1[N:11]([CH2:18][C:19]2[CH:24]=[CH:23][CH:22]=[CH:21][CH:20]=2)[C:12](=[O:17])[CH2:13][C:14](=[O:16])[N:15]=1.Cl.FC1C=C(F)C=CC=1C[C:35](=[NH:39])[O:36]CC.C(N)C1C=CC=CC=1.C(N(C(C)C)CC)(C)C.C(OCC)(=O)[CH2:58][C:59]([O:61]CC)=[O:60].[O-]CC.[Na+].